Dataset: Full USPTO retrosynthesis dataset with 1.9M reactions from patents (1976-2016). Task: Predict the reactants needed to synthesize the given product. (1) Given the product [F:3][C:4]1[CH:12]=[C:11]([CH:13]=[O:14])[CH:10]=[CH:9][C:5]=1[C:6]([O:8][CH3:15])=[O:7], predict the reactants needed to synthesize it. The reactants are: [H-].[Na+].[F:3][C:4]1[CH:12]=[C:11]([CH:13]=[O:14])[CH:10]=[CH:9][C:5]=1[C:6]([OH:8])=[O:7].[CH3:15]I. (2) The reactants are: [Br:1][C:2]1[CH:3]=[C:4]([S:10](Cl)(=[O:12])=[O:11])[CH:5]=[CH:6][C:7]=1[O:8][CH3:9].C(N(CC)CC)C.[C:21]([NH2:25])([CH3:24])([CH3:23])[CH3:22].C(O)(=O)CC(CC(O)=O)(C(O)=O)O. Given the product [Br:1][C:2]1[CH:3]=[C:4]([S:10]([NH:25][C:21]([CH3:24])([CH3:23])[CH3:22])(=[O:12])=[O:11])[CH:5]=[CH:6][C:7]=1[O:8][CH3:9], predict the reactants needed to synthesize it. (3) Given the product [CH3:1][O:2][C:3]1[CH:4]=[C:5]2[C:10](=[CH:11][C:12]=1[O:13][CH3:14])[N:9]=[CH:8][CH:7]=[C:6]2[O:15][C:16]1[CH:22]=[CH:21][C:19]([NH:20][C:38]([NH:55][CH:53]([C:50]2[CH:51]=[CH:52][C:47]([F:46])=[CH:48][CH:49]=2)[CH3:54])=[O:44])=[C:18]([C:23]([F:25])([F:26])[F:24])[CH:17]=1, predict the reactants needed to synthesize it. The reactants are: [CH3:1][O:2][C:3]1[CH:4]=[C:5]2[C:10](=[CH:11][C:12]=1[O:13][CH3:14])[N:9]=[CH:8][CH:7]=[C:6]2[O:15][C:16]1[CH:22]=[CH:21][C:19]([NH2:20])=[C:18]([C:23]([F:26])([F:25])[F:24])[CH:17]=1.C(N(CC)CC)C.ClC(Cl)(O[C:38](=[O:44])OC(Cl)(Cl)Cl)Cl.[F:46][C:47]1[CH:52]=[CH:51][C:50]([CH:53]([NH2:55])[CH3:54])=[CH:49][CH:48]=1. (4) Given the product [C:1]([C:3]1[CH:8]=[CH:7][C:6]([CH:9]2[N:14]3[N:15]=[N:16][N:17]=[C:13]3[N:12]([C:30]3[CH:29]=[CH:28][CH:27]=[C:26]([C:25]([F:36])([F:35])[F:24])[CH:31]=3)[C:11]([CH3:18])=[C:10]2[C:19]([O:21][CH2:22][CH3:23])=[O:20])=[CH:5][CH:4]=1)#[N:2], predict the reactants needed to synthesize it. The reactants are: [C:1]([C:3]1[CH:8]=[CH:7][C:6]([CH:9]2[N:14]3[N:15]=[N:16][N:17]=[C:13]3[NH:12][C:11]([CH3:18])=[C:10]2[C:19]([O:21][CH2:22][CH3:23])=[O:20])=[CH:5][CH:4]=1)#[N:2].[F:24][C:25]([F:36])([F:35])[C:26]1[CH:27]=[C:28](B(O)O)[CH:29]=[CH:30][CH:31]=1.N1C=CC=CC=1.C(N(CC)CC)C. (5) The reactants are: C[O:2][C:3](=[O:31])[CH2:4][O:5][C:6]1[CH:15]=[CH:14][C:13]([Cl:16])=[C:12]2[C:7]=1[C:8]([CH3:30])=[C:9]([CH2:18][C:19]1[CH:24]=[CH:23][C:22]([S:25]([CH3:28])(=[O:27])=[O:26])=[CH:21][C:20]=1[Cl:29])[C:10]([CH3:17])=[N:11]2.[OH-].[Na+]. Given the product [Cl:16][C:13]1[CH:14]=[CH:15][C:6]([O:5][CH2:4][C:3]([OH:31])=[O:2])=[C:7]2[C:12]=1[N:11]=[C:10]([CH3:17])[C:9]([CH2:18][C:19]1[CH:24]=[CH:23][C:22]([S:25]([CH3:28])(=[O:27])=[O:26])=[CH:21][C:20]=1[Cl:29])=[C:8]2[CH3:30], predict the reactants needed to synthesize it. (6) Given the product [CH2:1]1[CH:5]2[CH2:6][N:7]([C:10]3[CH:11]=[C:12]4[C:17](=[CH:18][CH:19]=3)[N:16]=[CH:15][CH:14]=[C:13]4[NH:20][C:21]([NH:23][C:24]3[CH:29]=[N:28][CH:27]=[CH:26][N:25]=3)=[O:22])[CH2:8][CH:4]2[CH2:3][O:2]1, predict the reactants needed to synthesize it. The reactants are: [CH2:1]1[CH:5]2[CH2:6][NH:7][CH2:8][CH:4]2[CH2:3][O:2]1.Br[C:10]1[CH:11]=[C:12]2[C:17](=[CH:18][CH:19]=1)[N:16]=[CH:15][CH:14]=[C:13]2[NH:20][C:21]([NH:23][C:24]1[CH:29]=[N:28][CH:27]=[CH:26][N:25]=1)=[O:22]. (7) Given the product [Br:14][C:12]1[CH:11]=[CH:10][C:9]([O:15][CH2:29][C:28]2[CH:31]=[CH:32][C:25]([Cl:24])=[CH:26][CH:27]=2)=[C:8]([C:6]2[N:7]=[C:2]([NH2:1])[N:3]=[C:4]([NH:16][C:17]3[CH:22]=[CH:21][C:20]([Cl:23])=[CH:19][CH:18]=3)[CH:5]=2)[CH:13]=1, predict the reactants needed to synthesize it. The reactants are: [NH2:1][C:2]1[N:7]=[C:6]([C:8]2[CH:13]=[C:12]([Br:14])[CH:11]=[CH:10][C:9]=2[OH:15])[CH:5]=[C:4]([NH:16][C:17]2[CH:22]=[CH:21][C:20]([Cl:23])=[CH:19][CH:18]=2)[N:3]=1.[Cl:24][C:25]1[CH:32]=[CH:31][C:28]([CH2:29]Cl)=[CH:27][CH:26]=1.C(=O)([O-])[O-].[Cs+].[Cs+].[I-].[K+].